From a dataset of NCI-60 drug combinations with 297,098 pairs across 59 cell lines. Regression. Given two drug SMILES strings and cell line genomic features, predict the synergy score measuring deviation from expected non-interaction effect. (1) Drug 1: CCC1(CC2CC(C3=C(CCN(C2)C1)C4=CC=CC=C4N3)(C5=C(C=C6C(=C5)C78CCN9C7C(C=CC9)(C(C(C8N6C)(C(=O)OC)O)OC(=O)C)CC)OC)C(=O)OC)O.OS(=O)(=O)O. Drug 2: CC(C)CN1C=NC2=C1C3=CC=CC=C3N=C2N. Cell line: MDA-MB-231. Synergy scores: CSS=4.12, Synergy_ZIP=0.278, Synergy_Bliss=3.61, Synergy_Loewe=2.68, Synergy_HSA=3.37. (2) Drug 1: CC12CCC3C(C1CCC2=O)CC(=C)C4=CC(=O)C=CC34C. Drug 2: C#CCC(CC1=CN=C2C(=N1)C(=NC(=N2)N)N)C3=CC=C(C=C3)C(=O)NC(CCC(=O)O)C(=O)O. Cell line: NCI-H322M. Synergy scores: CSS=3.77, Synergy_ZIP=2.46, Synergy_Bliss=0.148, Synergy_Loewe=0.795, Synergy_HSA=0.552. (3) Drug 1: CCC1(CC2CC(C3=C(CCN(C2)C1)C4=CC=CC=C4N3)(C5=C(C=C6C(=C5)C78CCN9C7C(C=CC9)(C(C(C8N6C=O)(C(=O)OC)O)OC(=O)C)CC)OC)C(=O)OC)O.OS(=O)(=O)O. Drug 2: CC1CCC2CC(C(=CC=CC=CC(CC(C(=O)C(C(C(=CC(C(=O)CC(OC(=O)C3CCCCN3C(=O)C(=O)C1(O2)O)C(C)CC4CCC(C(C4)OC)O)C)C)O)OC)C)C)C)OC. Cell line: MDA-MB-231. Synergy scores: CSS=1.76, Synergy_ZIP=-3.09, Synergy_Bliss=1.93, Synergy_Loewe=-12.7, Synergy_HSA=-2.51. (4) Drug 1: CCN(CC)CCNC(=O)C1=C(NC(=C1C)C=C2C3=C(C=CC(=C3)F)NC2=O)C. Drug 2: C(CC(=O)O)C(=O)CN.Cl. Cell line: OVCAR-4. Synergy scores: CSS=3.23, Synergy_ZIP=0.0681, Synergy_Bliss=3.58, Synergy_Loewe=1.11, Synergy_HSA=0.0779. (5) Drug 1: COC1=C(C=C2C(=C1)N=CN=C2NC3=CC(=C(C=C3)F)Cl)OCCCN4CCOCC4. Drug 2: CN1C(=O)N2C=NC(=C2N=N1)C(=O)N. Cell line: SNB-75. Synergy scores: CSS=29.0, Synergy_ZIP=1.47, Synergy_Bliss=4.18, Synergy_Loewe=-14.5, Synergy_HSA=2.35. (6) Drug 1: CCCCCOC(=O)NC1=NC(=O)N(C=C1F)C2C(C(C(O2)C)O)O. Drug 2: C1=NNC2=C1C(=O)NC=N2. Cell line: HS 578T. Synergy scores: CSS=-2.77, Synergy_ZIP=1.98, Synergy_Bliss=1.31, Synergy_Loewe=-2.52, Synergy_HSA=-2.21. (7) Drug 1: C1CN1C2=NC(=NC(=N2)N3CC3)N4CC4. Drug 2: C1=CC(=CC=C1CCC2=CNC3=C2C(=O)NC(=N3)N)C(=O)NC(CCC(=O)O)C(=O)O. Cell line: HT29. Synergy scores: CSS=37.0, Synergy_ZIP=-5.22, Synergy_Bliss=-6.48, Synergy_Loewe=-4.36, Synergy_HSA=-1.76. (8) Drug 1: C1CCN(CC1)CCOC2=CC=C(C=C2)C(=O)C3=C(SC4=C3C=CC(=C4)O)C5=CC=C(C=C5)O. Drug 2: C1CCC(C1)C(CC#N)N2C=C(C=N2)C3=C4C=CNC4=NC=N3. Cell line: RXF 393. Synergy scores: CSS=7.15, Synergy_ZIP=-1.32, Synergy_Bliss=3.07, Synergy_Loewe=3.71, Synergy_HSA=3.29. (9) Drug 1: CCN(CC)CCNC(=O)C1=C(NC(=C1C)C=C2C3=C(C=CC(=C3)F)NC2=O)C. Drug 2: C#CCC(CC1=CN=C2C(=N1)C(=NC(=N2)N)N)C3=CC=C(C=C3)C(=O)NC(CCC(=O)O)C(=O)O. Cell line: MCF7. Synergy scores: CSS=47.3, Synergy_ZIP=5.20, Synergy_Bliss=5.26, Synergy_Loewe=-15.4, Synergy_HSA=1.67.